Predict the reactants needed to synthesize the given product. From a dataset of Full USPTO retrosynthesis dataset with 1.9M reactions from patents (1976-2016). (1) Given the product [CH3:1][C:2]([CH3:31])=[CH:3][CH2:4][C:5]1[C:6]([OH:29])=[CH:7][C:8]2[O:28][C:15]3[CH:16]=[C:17]([OH:27])[C:18]([OH:25])=[C:19]([CH2:20][CH:21]=[C:22]([CH3:23])[CH3:24])[C:14]=3[C:12](=[O:13])[C:9]=2[C:10]=1[OH:11], predict the reactants needed to synthesize it. The reactants are: [CH3:1][C:2]([CH3:31])=[CH:3][CH2:4][C:5]1[C:10]([OH:11])=[C:9]2[C:12]([C:14]3[C:19]([CH2:20][CH:21]=[C:22]([CH3:24])[CH3:23])=[C:18]([O:25]C)[C:17]([OH:27])=[CH:16][C:15]=3[O:28][C:8]2=[CH:7][C:6]=1[O:29]C)=[O:13].CC(C)=CCC1C(O)=C2C(C3C(OC2=CC=1O)=CC(O)=C(OC)C=3CC=C(C)C)=O.[C-]#N.[Na+]. (2) The reactants are: [CH3:1][C:2]1[C:10]([O:11][C@@H:12]2[CH2:17][CH2:16][CH2:15][C@H:14]([NH2:18])[CH2:13]2)=[CH:9][CH:8]=[C:7]2[C:3]=1[CH:4]=[N:5][NH:6]2.[O:19]1[CH:24]=[CH:23][CH2:22][CH2:21][CH2:20]1.C1(C)C=CC(S([O-])(=O)=O)=CC=1.[NH+]1C=CC=CC=1.O.C1(C)C=CC(S(O)(=O)=O)=CC=1.[OH-].[Na+]. Given the product [CH3:1][C:2]1[C:10]([O:11][C@@H:12]2[CH2:17][CH2:16][CH2:15][C@H:14]([NH2:18])[CH2:13]2)=[CH:9][CH:8]=[C:7]2[C:3]=1[CH:4]=[N:5][N:6]2[CH:20]1[CH2:21][CH2:22][CH2:23][CH2:24][O:19]1, predict the reactants needed to synthesize it. (3) Given the product [Cl:1][C:2]1[CH:3]=[CH:4][C:5]2[NH:6][C:7]3[C:12]([C:13]=2[C:14]=1[O:15][CH2:16][C@@H:17]([OH:18])[CH2:19][NH:20][CH2:21][CH:22]1[CH2:27][CH2:26][N:25]([CH2:28][CH2:29][C:30]([F:33])([F:31])[F:32])[CH2:24][CH2:23]1)=[CH:11][CH:10]=[CH:9][CH:8]=3, predict the reactants needed to synthesize it. The reactants are: [Cl:1][C:2]1[CH:3]=[CH:4][C:5]2[NH:6][C:7]3[C:12]([C:13]=2[C:14]=1[O:15][CH2:16][C@@H:17]1[CH2:19][O:18]1)=[CH:11][CH:10]=[CH:9][CH:8]=3.[NH2:20][CH2:21][CH:22]1[CH2:27][CH2:26][N:25]([CH2:28][CH2:29][C:30]([F:33])([F:32])[F:31])[CH2:24][CH2:23]1. (4) Given the product [F:17][C:2]([F:1])([F:16])[O:3][C:4]1[CH:9]=[CH:8][C:7]([N:10]2[CH2:11][CH2:12][N:13]([C:19]([Cl:18])=[O:21])[CH2:14][CH2:15]2)=[CH:6][CH:5]=1, predict the reactants needed to synthesize it. The reactants are: [F:1][C:2]([F:17])([F:16])[O:3][C:4]1[CH:9]=[CH:8][C:7]([N:10]2[CH2:15][CH2:14][NH:13][CH2:12][CH2:11]2)=[CH:6][CH:5]=1.[Cl:18][C:19](Cl)([O:21]C(=O)OC(Cl)(Cl)Cl)Cl.N1C=CC=CC=1.C(OCC)(=O)C.